From a dataset of Full USPTO retrosynthesis dataset with 1.9M reactions from patents (1976-2016). Predict the reactants needed to synthesize the given product. The reactants are: [C:1]1([C:7]2[C:14]3[S:13][C:12]([NH2:15])=[N:11][C:10]=3[NH:9][N:8]=2)[CH:6]=[CH:5][CH:4]=[CH:3][CH:2]=1.N1C=CC=CC=1.Cl.[C:23](Cl)(=[O:30])[C:24]1[CH:29]=[CH:28][N:27]=[CH:26][CH:25]=1.[OH-].[Na+].Cl. Given the product [C:1]1([C:7]2[C:14]3[S:13][C:12]([NH:15][C:23](=[O:30])[C:24]4[CH:29]=[CH:28][N:27]=[CH:26][CH:25]=4)=[N:11][C:10]=3[NH:9][N:8]=2)[CH:2]=[CH:3][CH:4]=[CH:5][CH:6]=1, predict the reactants needed to synthesize it.